The task is: Predict the product of the given reaction.. This data is from Forward reaction prediction with 1.9M reactions from USPTO patents (1976-2016). (1) Given the reactants [O:1]1[CH:6]=[CH:5][CH2:4][CH2:3][CH:2]1[CH2:7][OH:8].[C:9](OC(=O)C)(=[O:11])[CH3:10].N1C=CC=CC=1, predict the reaction product. The product is: [C:9]([O:8][CH2:7][CH:2]1[CH2:3][CH2:4][CH:5]=[CH:6][O:1]1)(=[O:11])[CH3:10]. (2) Given the reactants [O:1]1CCO[CH:2]1[CH2:6][N:7]1[C:16]2[C:11](=[CH:12][CH:13]=[C:14]([O:17][CH3:18])[CH:15]=2)[CH:10]=[CH:9][C:8]1=[O:19].FC(F)(F)C(O)=O, predict the reaction product. The product is: [CH3:18][O:17][C:14]1[CH:15]=[C:16]2[C:11]([CH:10]=[CH:9][C:8](=[O:19])[N:7]2[CH2:6][CH:2]=[O:1])=[CH:12][CH:13]=1.